From a dataset of Full USPTO retrosynthesis dataset with 1.9M reactions from patents (1976-2016). Predict the reactants needed to synthesize the given product. (1) Given the product [N:65]([CH:2]1[CH2:7][CH2:6][CH2:5][CH:4]([O:8][CH3:9])[CH:3]1[O:10][Si:11]([C:14]([CH3:17])([CH3:16])[CH3:15])([CH3:13])[CH3:12])=[N+:66]=[N-:67], predict the reactants needed to synthesize it. The reactants are: O[CH:2]1[CH2:7][CH2:6][CH2:5][CH:4]([O:8][CH3:9])[CH:3]1[O:10][Si:11]([C:14]([CH3:17])([CH3:16])[CH3:15])([CH3:13])[CH3:12].C1(P(C2C=CC=CC=2)C2C=CC=CC=2)C=CC=CC=1.CC(OC(/N=N/C(OC(C)C)=O)=O)C.C1(P([N:65]=[N+:66]=[N-:67])(C2C=CC=CC=2)=O)C=CC=CC=1. (2) Given the product [CH:1]([O:4][C:5]1[CH:21]=[CH:20][C:8]([CH2:9][C:11]2[CH:12]=[CH:13][C:14]([NH2:17])=[CH:15][CH:16]=2)=[CH:7][CH:6]=1)([CH3:3])[CH3:2], predict the reactants needed to synthesize it. The reactants are: [CH:1]([O:4][C:5]1[CH:21]=[CH:20][C:8]([C:9]([C:11]2[CH:16]=[CH:15][C:14]([N+:17]([O-])=O)=[CH:13][CH:12]=2)=O)=[CH:7][CH:6]=1)([CH3:3])[CH3:2].Cl. (3) Given the product [F:1][C:2]([F:25])([F:24])[C:3]1[CH:23]=[CH:22][C:6]([C:7]2[NH:21][C:19](=[O:20])[C:11]3[O:12][C:13]4[CH:18]=[CH:17][CH:16]=[CH:15][C:14]=4[C:10]=3[N:9]=2)=[CH:5][CH:4]=1, predict the reactants needed to synthesize it. The reactants are: [F:1][C:2]([F:25])([F:24])[C:3]1[CH:23]=[CH:22][C:6]([C:7]([NH:9][C:10]2[C:14]3[CH:15]=[CH:16][CH:17]=[CH:18][C:13]=3[O:12][C:11]=2[C:19]([NH2:21])=[O:20])=O)=[CH:5][CH:4]=1.CC([O-])(C)C.[K+]. (4) Given the product [OH:49][CH2:48][C@H:20]1[CH2:19][N:15]([C:8]([C:7]2[CH:11]=[CH:12][CH:13]=[CH:14][C:6]=2[N:2]2[N:1]=[CH:5][CH:4]=[N:3]2)=[O:10])[C@H:23]([CH3:18])[CH2:22][CH2:21]1, predict the reactants needed to synthesize it. The reactants are: [N:1]1[N:2]([C:6]2[CH:14]=[CH:13][CH:12]=[CH:11][C:7]=2[C:8]([OH:10])=O)[N:3]=[CH:4][CH:5]=1.[N:15]1(O)[C:19]2[CH:20]=[CH:21][CH:22]=[CH:23][C:18]=2N=N1.CN(C)CCCN=C=NCC.C(N(C(C)C)CC)(C)C.CN([CH:48]=[O:49])C. (5) Given the product [Cl:29][C:25]1[C:24]([F:30])=[C:23]([C@@H:22]2[C@:21]([C:33]3[CH:38]=[CH:37][C:36]([Cl:39])=[CH:35][C:34]=3[F:40])([C:31]#[N:32])[C@H:20]([CH2:41][C:42]([CH3:44])([CH3:45])[CH3:43])[NH:19][C@H:18]2[C:16]([NH:15][C:11]2[CH:12]=[C:13]3[C:8](=[CH:9][CH:10]=2)[NH:7][C:6]([C:4]([OH:5])=[O:3])=[CH:14]3)=[O:17])[CH:28]=[CH:27][CH:26]=1, predict the reactants needed to synthesize it. The reactants are: C([O:3][C:4]([C:6]1[NH:7][C:8]2[C:13]([CH:14]=1)=[CH:12][C:11]([NH:15][C:16]([C@H:18]1[C@H:22]([C:23]3[CH:28]=[CH:27][CH:26]=[C:25]([Cl:29])[C:24]=3[F:30])[C@:21]([C:33]3[CH:38]=[CH:37][C:36]([Cl:39])=[CH:35][C:34]=3[F:40])([C:31]#[N:32])[C@H:20]([CH2:41][C:42]([CH3:45])([CH3:44])[CH3:43])[NH:19]1)=[O:17])=[CH:10][CH:9]=2)=[O:5])C.[OH-].[K+]. (6) Given the product [NH:31]1[C:39]2[C:34](=[C:35]([NH:40][C:26]([CH2:25][NH:24][C:22](=[O:23])[C:21]3[CH:29]=[CH:30][C:18]([S:15](=[O:16])(=[O:17])[NH:14][C:9]4[CH:10]=[CH:11][CH:12]=[CH:13][C:8]=4[O:1][C:2]4[CH:3]=[CH:4][CH:5]=[CH:6][CH:7]=4)=[CH:19][CH:20]=3)=[O:28])[CH:36]=[CH:37][CH:38]=2)[CH:33]=[CH:32]1, predict the reactants needed to synthesize it. The reactants are: [O:1]([C:8]1[CH:13]=[CH:12][CH:11]=[CH:10][C:9]=1[NH:14][S:15]([C:18]1[CH:30]=[CH:29][C:21]([C:22]([NH:24][CH2:25][C:26]([OH:28])=O)=[O:23])=[CH:20][CH:19]=1)(=[O:17])=[O:16])[C:2]1[CH:7]=[CH:6][CH:5]=[CH:4][CH:3]=1.[NH:31]1[C:39]2[C:34](=[C:35]([NH2:40])[CH:36]=[CH:37][CH:38]=2)[CH:33]=[CH:32]1.